Dataset: Catalyst prediction with 721,799 reactions and 888 catalyst types from USPTO. Task: Predict which catalyst facilitates the given reaction. (1) Reactant: [Br:1][CH2:2][CH2:3][OH:4].[Si:5](Cl)([C:8]([CH3:11])([CH3:10])[CH3:9])([CH3:7])[CH3:6].N1C=CN=C1. Product: [Br:1][CH2:2][CH2:3][O:4][Si:5]([C:8]([CH3:11])([CH3:10])[CH3:9])([CH3:7])[CH3:6]. The catalyst class is: 9. (2) Reactant: [CH:1]1[CH:9]=[CH:8][CH:7]=[C:6]2[C:2]=1[CH:3]=[C:4]1[CH2:13][CH:12]([CH2:14][OH:15])[CH2:11][CH2:10][N:5]12.N1C=CN=C1.[C:21]([Si:25](Cl)([CH3:27])[CH3:26])([CH3:24])([CH3:23])[CH3:22].O. Product: [Si:25]([O:15][CH2:14][CH:12]1[CH2:11][CH2:10][N:5]2[C:6]3[C:2]([CH:3]=[C:4]2[CH2:13]1)=[CH:1][CH:9]=[CH:8][CH:7]=3)([C:21]([CH3:24])([CH3:23])[CH3:22])([CH3:27])[CH3:26]. The catalyst class is: 3. (3) Reactant: [Cl:1][C:2]1[CH:7]=[C:6]([C:8]2[C:9]3[N:10]([C:23]([CH2:26][CH3:27])=[CH:24][CH:25]=3)[N:11]=[C:12]([CH3:22])[C:13]=2[C:14](=[O:21])[CH2:15][CH2:16][CH2:17][C:18]([OH:20])=[O:19])[CH:5]=[CH:4][N:3]=1.[BH4-].[Na+].[BH4-]. Product: [Cl:1][C:2]1[CH:7]=[C:6]([C:8]2[C:9]3[N:10]([C:23]([CH2:26][CH3:27])=[CH:24][CH:25]=3)[N:11]=[C:12]([CH3:22])[C:13]=2[CH:14]([OH:21])[CH2:15][CH2:16][CH2:17][C:18]([OH:20])=[O:19])[CH:5]=[CH:4][N:3]=1. The catalyst class is: 14. (4) Reactant: C([O:9][C:10]1[C:15](=[O:16])[N:14]2[CH2:17][CH2:18][CH2:19][CH:20](Br)[C:13]2=[N:12][C:11]=1[C:22]([O:24]C)=O)(=O)C1C=CC=CC=1.[NH:26]1[CH2:31][CH2:30][O:29][CH2:28][CH2:27]1.[F:32][C:33]1[CH:40]=[CH:39][C:36]([CH2:37][NH2:38])=[CH:35][CH:34]=1. Product: [F:32][C:33]1[CH:40]=[CH:39][C:36]([CH2:37][NH:38][C:22]([C:11]2[N:12]=[C:13]3[CH:20]([N:26]4[CH2:31][CH2:30][O:29][CH2:28][CH2:27]4)[CH2:19][CH2:18][CH2:17][N:14]3[C:15](=[O:16])[C:10]=2[OH:9])=[O:24])=[CH:35][CH:34]=1. The catalyst class is: 3. (5) Reactant: FC(F)(F)C(O)=O.[Cl:8][C:9]1[C:10]2[C:17]([C:18]3[CH:23]=[CH:22][C:21]([NH:24]C(=O)OC(C)(C)C)=[C:20]([O:32][CH3:33])[CH:19]=3)=[CH:16][N:15]([CH:34]3[CH2:38][CH2:37][CH2:36][CH2:35]3)[C:11]=2[N:12]=[CH:13][N:14]=1. Product: [Cl:8][C:9]1[C:10]2[C:17]([C:18]3[CH:23]=[CH:22][C:21]([NH2:24])=[C:20]([O:32][CH3:33])[CH:19]=3)=[CH:16][N:15]([CH:34]3[CH2:35][CH2:36][CH2:37][CH2:38]3)[C:11]=2[N:12]=[CH:13][N:14]=1. The catalyst class is: 4. (6) Reactant: Cl.C([O:6][C:7](=[O:20])[CH2:8][N:9]1[C:13]([C:14]([O:16][CH2:17][CH3:18])=[O:15])=[CH:12][C:11]([CH3:19])=[N:10]1)(C)(C)C. Product: [CH2:17]([O:16][C:14]([C:13]1[N:9]([CH2:8][C:7]([OH:20])=[O:6])[N:10]=[C:11]([CH3:19])[CH:12]=1)=[O:15])[CH3:18]. The catalyst class is: 1. (7) Reactant: [CH3:1][O:2][C:3]1[CH:4]=[CH:5][C:6]2[N:12]3[CH:13]=[N:14][C:15]([C:16]([OH:18])=O)=[C:11]3[C@@H:10]3[CH2:19][CH2:20][CH2:21][N:9]3[C:8](=[O:22])[C:7]=2[CH:23]=1.S(Cl)(Cl)=O.[CH3:28][NH:29][CH3:30].CCN(CC)CC. Product: [CH3:28][N:29]([CH3:30])[C:16]([C:15]1[N:14]=[CH:13][N:12]2[C:6]3[CH:5]=[CH:4][C:3]([O:2][CH3:1])=[CH:23][C:7]=3[C:8](=[O:22])[N:9]3[CH2:21][CH2:20][CH2:19][C@H:10]3[C:11]=12)=[O:18]. The catalyst class is: 2. (8) Reactant: [CH3:1][O:2][C:3]1([CH3:32])[CH2:6][N:5]([C:7]([C:9]2[CH:10]=[C:11]3[C:16](=[CH:17][CH:18]=2)[CH:15]=[N+:14]([O-])[CH:13]=[C:12]3[C:20]2[CH:25]=[CH:24][C:23]([C:26]3[CH:27]=[N:28][N:29]([CH3:31])[CH:30]=3)=[CH:22][CH:21]=2)=[O:8])[CH2:4]1.S(Cl)(C1C=CC(C)=CC=1)(=O)=O.C(C[NH2:47])O. Product: [NH2:47][C:15]1[C:16]2[C:11](=[CH:10][C:9]([C:7]([N:5]3[CH2:6][C:3]([O:2][CH3:1])([CH3:32])[CH2:4]3)=[O:8])=[CH:18][CH:17]=2)[C:12]([C:20]2[CH:25]=[CH:24][C:23]([C:26]3[CH:27]=[N:28][N:29]([CH3:31])[CH:30]=3)=[CH:22][CH:21]=2)=[CH:13][N:14]=1. The catalyst class is: 228. (9) Reactant: [CH3:1][C:2]1([CH3:17])[C:13]2[C:14]3[N:5]([C:6](=[O:16])[C:7](=[O:15])[NH:8][C:9]=3[CH:10]=[CH:11][CH:12]=2)[CH2:4][CH2:3]1.C(=O)([O-])[O-].[Cs+].[Cs+].CC1C=CC(S(O[CH2:35][C@@H:36]2[C@@H:43]3[C@@H:39]([O:40][C:41]([CH3:45])([CH3:44])[O:42]3)[CH:38]([O:46][CH3:47])[O:37]2)(=O)=O)=CC=1.O. Product: [CH3:47][O:46][CH:38]1[C@@H:39]2[O:40][C:41]([CH3:45])([CH3:44])[O:42][C@@H:43]2[C@@H:36]([CH2:35][N:8]2[C:9]3[CH:10]=[CH:11][CH:12]=[C:13]4[C:2]([CH3:17])([CH3:1])[CH2:3][CH2:4][N:5]([C:14]=34)[C:6](=[O:16])[C:7]2=[O:15])[O:37]1. The catalyst class is: 3. (10) Reactant: [CH2:1]([N:8]([CH2:21][C:22]1[CH:27]=[CH:26][CH:25]=[CH:24][CH:23]=1)[C:9]1[CH:10]=[C:11]([C:15]([CH3:20])=[CH:16][C:17]([OH:19])=O)[CH:12]=[CH:13][CH:14]=1)[C:2]1[CH:7]=[CH:6][CH:5]=[CH:4][CH:3]=1.C(N(CC)CC)C.C(OC(Cl)=O)C.[N-:41]=[N+:42]=[N-:43].[Na+]. Product: [N:41]([C:17](=[O:19])[CH:16]=[C:15]([C:11]1[CH:12]=[CH:13][CH:14]=[C:9]([N:8]([CH2:1][C:2]2[CH:7]=[CH:6][CH:5]=[CH:4][CH:3]=2)[CH2:21][C:22]2[CH:27]=[CH:26][CH:25]=[CH:24][CH:23]=2)[CH:10]=1)[CH3:20])=[N+:42]=[N-:43]. The catalyst class is: 95.